From a dataset of Forward reaction prediction with 1.9M reactions from USPTO patents (1976-2016). Predict the product of the given reaction. (1) Given the reactants [Br:1][C:2]1[CH:8]=[CH:7][C:6]([N+:9]([O-:11])=[O:10])=[CH:5][C:3]=1[NH2:4].[N:12]([O-])=O.[Na+].Cl[Sn]Cl.C([O-])(O)=O.[Na+], predict the reaction product. The product is: [Br:1][C:2]1[CH:8]=[CH:7][C:6]([N+:9]([O-:11])=[O:10])=[CH:5][C:3]=1[NH:4][NH2:12]. (2) Given the reactants [C:1]1(=[O:7])[CH:5]=[CH:4][C:3](=[O:6])[CH2:2]1.[CH3:8][C:9]1[O:10][CH:11]=[CH:12][CH:13]=1, predict the reaction product. The product is: [CH3:8][C:9]12[O:10][CH:11]([CH:12]=[CH:13]1)[CH:4]1[CH:5]2[C:1](=[O:7])[CH2:2][C:3]1=[O:6]. (3) Given the reactants Cl[C:2]1[N:3]=[CH:4][C:5]2[N:11]([CH3:12])[C:10](=[O:13])[CH:9]([CH3:14])[CH2:8][N:7]([CH:15]3[CH2:19][CH2:18][CH2:17][CH2:16]3)[C:6]=2[N:20]=1.[NH2:21][C:22]1[CH:30]=[CH:29][C:25]([C:26]([OH:28])=[O:27])=[CH:24][C:23]=1[O:31][CH3:32].C(O)C, predict the reaction product. The product is: [CH:15]1([N:7]2[CH2:8][CH:9]([CH3:14])[C:10](=[O:13])[N:11]([CH3:12])[C:5]3[CH:4]=[N:3][C:2]([NH:21][C:22]4[CH:30]=[CH:29][C:25]([C:26]([OH:28])=[O:27])=[CH:24][C:23]=4[O:31][CH3:32])=[N:20][C:6]2=3)[CH2:19][CH2:18][CH2:17][CH2:16]1. (4) Given the reactants [Br:1][C:2]1[CH:3]=[C:4]([CH:6]=[CH:7][CH:8]=1)[NH2:5].Cl[CH2:10][CH2:11][CH2:12][S:13](Cl)(=[O:15])=[O:14].C1CCN2C(=NCCC2)CC1, predict the reaction product. The product is: [Br:1][C:2]1[CH:3]=[C:4]([N:5]2[CH2:10][CH2:11][CH2:12][S:13]2(=[O:15])=[O:14])[CH:6]=[CH:7][CH:8]=1. (5) Given the reactants [CH3:1][C:2]1([CH3:23])[C:11]2[C:6](=[CH:7][C:8]([CH3:22])=[C:9]([CH2:13][C:14]3[O:18][C:17]([C:19]([OH:21])=O)=[CH:16][CH:15]=3)[C:10]=2[CH3:12])[O:5][CH2:4][CH2:3]1.CN(C(ON1N=NC2C=CC=NC1=2)=[N+](C)C)C.F[P-](F)(F)(F)(F)F.[CH3:48][O:49][C:50]1[C:55]([NH2:56])=[C:54]([O:57][CH3:58])[N:53]=[C:52]([NH:59][CH2:60][CH2:61][CH2:62][N:63]2[CH2:68][CH2:67][O:66][CH2:65][CH2:64]2)[N:51]=1, predict the reaction product. The product is: [CH3:58][O:57][C:54]1[C:55]([NH:56][C:19]([C:17]2[O:18][C:14]([CH2:13][C:9]3[C:10]([CH3:12])=[C:11]4[C:6](=[CH:7][C:8]=3[CH3:22])[O:5][CH2:4][CH2:3][C:2]4([CH3:1])[CH3:23])=[CH:15][CH:16]=2)=[O:21])=[C:50]([O:49][CH3:48])[N:51]=[C:52]([NH:59][CH2:60][CH2:61][CH2:62][N:63]2[CH2:68][CH2:67][O:66][CH2:65][CH2:64]2)[N:53]=1. (6) Given the reactants [C:1]([C:3]1[CH:11]=[C:10]2[C:6]([C:7]([C@@H:22]3[CH2:24][C@H:23]3[C:25](N(OC)C)=[O:26])=[CH:8][N:9]2[S:12]([C:15]2[CH:20]=[CH:19][C:18]([CH3:21])=[CH:17][CH:16]=2)(=[O:14])=[O:13])=[CH:5][CH:4]=1)#[N:2].C(C1C=C2C(=CC=1)N(S(C1C=CC(C)=CC=1)(=O)=O)C=C2[C@@H]1C[C@H]1C=O)#N, predict the reaction product. The product is: [C:1]([C:3]1[CH:11]=[C:10]2[C:6]([C:7]([C@@H:22]3[CH2:24][C@H:23]3[CH:25]=[O:26])=[CH:8][N:9]2[S:12]([C:15]2[CH:20]=[CH:19][C:18]([CH3:21])=[CH:17][CH:16]=2)(=[O:14])=[O:13])=[CH:5][CH:4]=1)#[N:2]. (7) Given the reactants [CH:1]([N:4]1[C:8]2[CH:9]=[CH:10][C:11]([C:13](O)=[O:14])=[CH:12][C:7]=2[N:6]=[C:5]1[NH:16][C:17]1[S:18][C:19]2[CH:25]=[C:24]([O:26][C:27]([F:30])([F:29])[F:28])[CH:23]=[CH:22][C:20]=2[N:21]=1)([CH3:3])[CH3:2].[CH2:31]([NH2:33])[CH3:32].CN(C(ON1N=NC2C=CC=CC1=2)=[N+](C)C)C.F[P-](F)(F)(F)(F)F.CCN(C(C)C)C(C)C, predict the reaction product. The product is: [CH2:31]([NH:33][C:13]([C:11]1[CH:10]=[CH:9][C:8]2[N:4]([CH:1]([CH3:2])[CH3:3])[C:5]([NH:16][C:17]3[S:18][C:19]4[CH:25]=[C:24]([O:26][C:27]([F:28])([F:30])[F:29])[CH:23]=[CH:22][C:20]=4[N:21]=3)=[N:6][C:7]=2[CH:12]=1)=[O:14])[CH3:32].